From a dataset of Full USPTO retrosynthesis dataset with 1.9M reactions from patents (1976-2016). Predict the reactants needed to synthesize the given product. (1) The reactants are: [NH2:1][C:2]1[C:15]2[C:6](=[CH:7][C:8]3[C:9]4[C:14]=2[C:13](=[O:16])[N:12]([CH2:17][CH2:18][N:19]([CH3:21])[CH3:20])[C:11](=[O:22])[C:10]=4[CH:23]=[CH:24][CH:25]=3)[CH:5]=[CH:4][CH:3]=1.C(N(CC)CC)C.Cl[C:34]([O:36][CH2:37][CH2:38][CH2:39][CH2:40][CH2:41][CH2:42][CH2:43][CH3:44])=[O:35].C(Cl)Cl.CO. Given the product [CH3:21][N:19]([CH3:20])[CH2:18][CH2:17][N:12]1[C:11](=[O:22])[C:10]2[CH:23]=[CH:24][CH:25]=[C:8]3[C:9]=2[C:14](=[C:15]2[C:2]([NH:1][C:34](=[O:35])[O:36][CH2:37][CH2:38][CH2:39][CH2:40][CH2:41][CH2:42][CH2:43][CH3:44])=[CH:3][CH:4]=[CH:5][C:6]2=[CH:7]3)[C:13]1=[O:16], predict the reactants needed to synthesize it. (2) Given the product [NH:12]([C:14]([O:15][CH2:5][C:6]1[CH:11]=[CH:10][CH:9]=[CH:8][CH:7]=1)=[O:17])[NH:13][C:2]([O:4][CH2:5][C:6]1[CH:11]=[CH:10][CH:9]=[CH:8][CH:7]=1)=[O:3], predict the reactants needed to synthesize it. The reactants are: Cl[C:2]([O:4][CH2:5][C:6]1[CH:11]=[CH:10][CH:9]=[CH:8][CH:7]=1)=[O:3].[NH2:12][NH2:13].[C:14](=[O:17])([O-])[O-:15].[Na+].[Na+]. (3) Given the product [ClH:15].[N:4]1[N:8]2[CH:9]=[CH:10][N:11]=[CH:12][C:7]2=[C:6]([C:13](=[NH:16])[NH2:14])[CH:5]=1, predict the reactants needed to synthesize it. The reactants are: C[O-].[Na+].[N:4]1[N:8]2[CH:9]=[CH:10][N:11]=[CH:12][C:7]2=[C:6]([C:13]#[N:14])[CH:5]=1.[Cl-:15].[NH4+:16]. (4) Given the product [NH2:63][C:41]1([C:39]([OH:40])=[O:38])[CH2:46][CH:45]([O:47][C:48](=[O:57])[NH:49][C:50]2[CH:51]=[CH:52][C:53]([Cl:56])=[CH:54][CH:55]=2)[CH:44]2[CH:42]1[CH:43]2[C:58]([OH:60])=[O:59], predict the reactants needed to synthesize it. The reactants are: C(OC(C1(NC(OC(C)(C)C)=O)CC(O)C2C1C2C(OCC)=O)=O)C.ClC1C=CC(N=C=O)=CC=1.C([O:38][C:39]([C:41]1([NH:63]C(OC(C)(C)C)=O)[CH2:46][CH:45]([O:47][C:48](=[O:57])[NH:49][C:50]2[CH:55]=[CH:54][C:53]([Cl:56])=[CH:52][CH:51]=2)[CH:44]2[CH:42]1[CH:43]2[C:58]([O:60]CC)=[O:59])=[O:40])C.